Dataset: KCNQ2 potassium channel screen with 302,405 compounds. Task: Binary Classification. Given a drug SMILES string, predict its activity (active/inactive) in a high-throughput screening assay against a specified biological target. The compound is Oc1ccc(CCC(NCCC(c2ccccc2)c2ccccc2)C)cc1. The result is 0 (inactive).